This data is from Forward reaction prediction with 1.9M reactions from USPTO patents (1976-2016). The task is: Predict the product of the given reaction. (1) Given the reactants [Cl:1][C:2]1[CH:3]=[CH:4][C:5]2[C:9]([CH:10]=1)=[N:8][N:7]([CH2:11][C:12]([NH:16][C:17](=[O:29])[C:18]1[CH:23]=[CH:22][C:21]([O:24][C:25]([F:28])([F:27])[F:26])=[CH:20][CH:19]=1)([C:14]#[N:15])[CH3:13])[CH:6]=2.[Br:30]N1C(=O)CCC1=O, predict the reaction product. The product is: [Br:30][C:6]1[N:7]([CH2:11][C:12]([NH:16][C:17](=[O:29])[C:18]2[CH:23]=[CH:22][C:21]([O:24][C:25]([F:26])([F:27])[F:28])=[CH:20][CH:19]=2)([C:14]#[N:15])[CH3:13])[N:8]=[C:9]2[C:5]=1[CH:4]=[CH:3][C:2]([Cl:1])=[CH:10]2. (2) The product is: [CH3:10][O:11][C:12]1[CH:17]=[CH:16][C:15]([S:18][C:2]2[CH:9]=[CH:8][CH:7]=[CH:6][C:3]=2[CH2:4][OH:5])=[CH:14][CH:13]=1. Given the reactants I[C:2]1[CH:9]=[CH:8][CH:7]=[CH:6][C:3]=1[CH2:4][OH:5].[CH3:10][O:11][C:12]1[CH:17]=[CH:16][C:15]([SH:18])=[CH:14][CH:13]=1.C([O-])([O-])=O.[K+].[K+].C(O)CO, predict the reaction product.